This data is from Full USPTO retrosynthesis dataset with 1.9M reactions from patents (1976-2016). The task is: Predict the reactants needed to synthesize the given product. (1) Given the product [C:48]([C:52]1[CH:60]=[CH:59][C:55]([C:6]([NH:8][C@@H:9]([CH2:14][C:15]2[CH:20]=[CH:19][C:18]([C:21]3[S:22][C:23]([C:26]4[CH:31]=[CH:30][C:29]([O:32][CH2:33][CH2:34][CH2:35][CH2:36][CH2:37][CH2:38][CH3:39])=[CH:28][CH:27]=4)=[N:24][N:25]=3)=[C:17]([F:40])[CH:16]=2)[C:10]([O:12][CH3:13])=[O:11])=[O:7])=[CH:54][CH:53]=1)([CH3:51])([CH3:50])[CH3:49], predict the reactants needed to synthesize it. The reactants are: C(O[C:6]([NH:8][C@@H:9]([CH2:14][C:15]1[CH:20]=[CH:19][C:18]([C:21]2[S:22][C:23]([C:26]3[CH:31]=[CH:30][C:29]([O:32][CH2:33][CH2:34][CH2:35][CH2:36][CH2:37][CH2:38][CH3:39])=[CH:28][CH:27]=3)=[N:24][N:25]=2)=[C:17]([F:40])[CH:16]=1)[C:10]([O:12][CH3:13])=[O:11])=[O:7])(C)(C)C.C(O)(C(F)(F)F)=O.[C:48]([C:52]1[CH:60]=[CH:59][C:55](C(O)=O)=[CH:54][CH:53]=1)([CH3:51])([CH3:50])[CH3:49].CCN(C(C)C)C(C)C.CN(C(ON1N=NC2C=CC=NC1=2)=[N+](C)C)C.F[P-](F)(F)(F)(F)F.C([O-])(O)=O.[Na+]. (2) Given the product [Br:1][C:2]1[CH:7]=[C:6]([C:16]([O:19][CH3:20])([O:21][CH3:22])[CH3:23])[CH:5]=[C:4]([C:11]([CH3:12])([CH3:14])[CH3:13])[C:3]=1[O:28][CH3:25], predict the reactants needed to synthesize it. The reactants are: [Br:1][C:2]1[C:3](O)=[C:4]([C:11]([CH3:14])([CH3:13])[CH3:12])[CH:5]=[C:6](C(=O)C)[CH:7]=1.[CH:16]([O:21][CH3:22])([O:19][CH3:20])OC.[CH3:23]I.[C:25](=[O:28])([O-])[O-].[K+].[K+]. (3) Given the product [CH3:1][C:2]1[N:3]([C:17]2[CH:22]=[CH:21][CH:20]=[CH:19][C:18]=2[CH3:23])[C:4]([CH:7]([NH2:15])[CH2:8][C:9]2[CH:14]=[CH:13][CH:12]=[CH:11][CH:10]=2)=[N:5][N:6]=1, predict the reactants needed to synthesize it. The reactants are: [CH3:1][C:2]1[N:3]([C:17]2[CH:22]=[CH:21][CH:20]=[CH:19][C:18]=2[CH3:23])[C:4]([C:7](=[N:15]O)[CH2:8][C:9]2[CH:14]=[CH:13][CH:12]=[CH:11][CH:10]=2)=[N:5][N:6]=1. (4) Given the product [F:17][C:12]1[CH:11]=[C:10]([C:8]2[CH:9]=[C:4]([CH2:1][OH:2])[C:5](=[O:22])[N:6]([CH2:18][CH:19]([CH3:21])[CH3:20])[N:7]=2)[CH:15]=[CH:14][C:13]=1[CH3:16], predict the reactants needed to synthesize it. The reactants are: [C:1]([C:4]1[C:5](=[O:22])[N:6]([CH2:18][CH:19]([CH3:21])[CH3:20])[N:7]=[C:8]([C:10]2[CH:15]=[CH:14][C:13]([CH3:16])=[C:12]([F:17])[CH:11]=2)[CH:9]=1)(O)=[O:2].C(N(CC)CC)C.C(Cl)(=O)OCC.[BH4-].[Na+].Cl.